From a dataset of Forward reaction prediction with 1.9M reactions from USPTO patents (1976-2016). Predict the product of the given reaction. (1) Given the reactants [F:1][C:2]([F:16])([F:15])[C:3]1[CH:8]=[CH:7][C:6]([CH:9]2[CH2:14][CH2:13][NH:12][CH2:11][CH2:10]2)=[CH:5][CH:4]=1.Cl[C:18]1[C:27]([C:28]2[CH:33]=[CH:32][C:31]([F:34])=[CH:30][CH:29]=2)=[N:26][C:25]2[C:20](=[CH:21][CH:22]=[C:23]([C:35]([O:37][CH3:38])=[O:36])[CH:24]=2)[N:19]=1.CCN(C(C)C)C(C)C, predict the reaction product. The product is: [F:34][C:31]1[CH:30]=[CH:29][C:28]([C:27]2[C:18]([N:12]3[CH2:11][CH2:10][CH:9]([C:6]4[CH:5]=[CH:4][C:3]([C:2]([F:1])([F:15])[F:16])=[CH:8][CH:7]=4)[CH2:14][CH2:13]3)=[N:19][C:20]3[C:25]([N:26]=2)=[CH:24][C:23]([C:35]([O:37][CH3:38])=[O:36])=[CH:22][CH:21]=3)=[CH:33][CH:32]=1. (2) Given the reactants [C:1]12([CH2:11][C:12](O)=[O:13])[CH2:10][CH:5]3[CH2:6][CH:7]([CH2:9][CH:3]([CH2:4]3)[CH2:2]1)[CH2:8]2.CCN=C=NCCCN(C)C.C(N(CC)CC)C.[CH2:33]([O:40][C:41]1[CH:42]=[C:43]2[C:48](=[CH:49][C:50]=1[O:51][CH3:52])[CH2:47][NH:46][CH2:45][CH2:44]2)[C:34]1[CH:39]=[CH:38][CH:37]=[CH:36][CH:35]=1, predict the reaction product. The product is: [C:1]12([CH2:11][C:12]([N:46]3[CH2:45][CH2:44][C:43]4[C:48](=[CH:49][C:50]([O:51][CH3:52])=[C:41]([O:40][CH2:33][C:34]5[CH:35]=[CH:36][CH:37]=[CH:38][CH:39]=5)[CH:42]=4)[CH2:47]3)=[O:13])[CH2:8][CH:7]3[CH2:6][CH:5]([CH2:4][CH:3]([CH2:9]3)[CH2:2]1)[CH2:10]2. (3) Given the reactants [C:1]([C:5]1[O:9][N:8]=[C:7]([C:10]2[CH:15]=[C:14](Cl)[C:13]([CH:17]3[CH2:19][CH2:18]3)=[CH:12][N:11]=2)[N:6]=1)([CH3:4])([CH3:3])[CH3:2].[C:20]([O:24][CH2:25][CH:26]([OH:28])[CH3:27])([CH3:23])([CH3:22])[CH3:21], predict the reaction product. The product is: [C:1]([C:5]1[O:9][N:8]=[C:7]([C:10]2[CH:15]=[C:14]([O:28][CH:26]([CH3:27])[CH2:25][O:24][C:20]([CH3:23])([CH3:22])[CH3:21])[C:13]([CH:17]3[CH2:19][CH2:18]3)=[CH:12][N:11]=2)[N:6]=1)([CH3:4])([CH3:3])[CH3:2]. (4) Given the reactants B(Br)(Br)Br.C[O:6][C:7]1[CH:12]=[CH:11][C:10]([C:13]([F:16])([F:15])[F:14])=[CH:9][C:8]=1[C:17]1[CH:22]=[CH:21][CH:20]=[CH:19][N:18]=1, predict the reaction product. The product is: [N:18]1[CH:19]=[CH:20][CH:21]=[CH:22][C:17]=1[C:8]1[CH:9]=[C:10]([C:13]([F:15])([F:16])[F:14])[CH:11]=[CH:12][C:7]=1[OH:6]. (5) Given the reactants [Br:1][C:2]1[CH:7]=[CH:6][CH:5]=[CH:4][C:3]=1[S:8][CH2:9][CH2:10][CH2:11][Cl:12].C1C=C(Cl)C=C(C(OO)=[O:21])C=1, predict the reaction product. The product is: [Br:1][C:2]1[CH:7]=[CH:6][CH:5]=[CH:4][C:3]=1[S:8]([CH2:9][CH2:10][CH2:11][Cl:12])=[O:21]. (6) The product is: [CH3:1][O:2][C:3]1[CH:4]=[C:5]2[C:10](=[CH:11][C:12]=1[O:13][CH3:14])[N:9]=[CH:8][CH:7]=[C:6]2[O:15][C:16]1[CH:22]=[CH:21][C:19]([NH:20][C:27](=[O:33])[O:26][CH2:24][CH2:41][N:37]([CH2:38][CH3:39])[CH2:35][CH3:36])=[CH:18][CH:17]=1. Given the reactants [CH3:1][O:2][C:3]1[CH:4]=[C:5]2[C:10](=[CH:11][C:12]=1[O:13][CH3:14])[N:9]=[CH:8][CH:7]=[C:6]2[O:15][C:16]1[CH:22]=[CH:21][C:19]([NH2:20])=[CH:18][CH:17]=1.Cl[C:24](Cl)([O:26][C:27](=[O:33])OC(Cl)(Cl)Cl)Cl.[CH2:35]([N:37]([CH2:41]C)[CH2:38][CH2:39]O)[CH3:36].C(=O)(O)[O-].[Na+], predict the reaction product.